This data is from Catalyst prediction with 721,799 reactions and 888 catalyst types from USPTO. The task is: Predict which catalyst facilitates the given reaction. (1) Reactant: [C:1]([C:5]1[CH:6]=[CH:7][C:8]([S:20]([NH:23][C:24]2[CH:28]=[CH:27][S:26][C:25]=2[C:29]([O:31]C)=[O:30])(=[O:22])=[O:21])=[C:9]([C:11]2[CH:16]=[CH:15][C:14]([N:17]([CH3:19])[CH3:18])=[CH:13][CH:12]=2)[CH:10]=1)([CH3:4])([CH3:3])[CH3:2].[OH-].[Li+]. Product: [C:1]([C:5]1[CH:6]=[CH:7][C:8]([S:20]([NH:23][C:24]2[CH:28]=[CH:27][S:26][C:25]=2[C:29]([OH:31])=[O:30])(=[O:21])=[O:22])=[C:9]([C:11]2[CH:12]=[CH:13][C:14]([N:17]([CH3:18])[CH3:19])=[CH:15][CH:16]=2)[CH:10]=1)([CH3:4])([CH3:2])[CH3:3]. The catalyst class is: 83. (2) Reactant: [N:1]1([C:11]([O:13][C:14]([CH3:17])([CH3:16])[CH3:15])=[O:12])[CH2:6][CH2:5][CH:4]([C:7](OC)=[O:8])[CH2:3][CH2:2]1.[Li+].[BH4-]. Product: [OH:8][CH2:7][CH:4]1[CH2:5][CH2:6][N:1]([C:11]([O:13][C:14]([CH3:17])([CH3:16])[CH3:15])=[O:12])[CH2:2][CH2:3]1. The catalyst class is: 1. (3) Reactant: C(O)(=O)C.[C:5]([O:9][C:10]([N:12]1[CH2:17][C@H:16]([CH2:18][N:19]2[CH2:24][CH2:23][O:22][CH2:21][C@H:20]2[CH3:25])[N:15](CC2C=CC=CC=2)[CH2:14][C@H:13]1[CH3:33])=[O:11])([CH3:8])([CH3:7])[CH3:6]. Product: [C:5]([O:9][C:10]([N:12]1[CH2:17][C@H:16]([CH2:18][N:19]2[CH2:24][CH2:23][O:22][CH2:21][C@H:20]2[CH3:25])[NH:15][CH2:14][C@H:13]1[CH3:33])=[O:11])([CH3:8])([CH3:6])[CH3:7]. The catalyst class is: 50. (4) The catalyst class is: 3. Reactant: [C:1]1([N:11]2[C:15]([OH:16])=[N:14][N:13]=[N:12]2)[C:10]2[C:5](=[CH:6][CH:7]=[CH:8][CH:9]=2)[CH:4]=[CH:3][CH:2]=1.Br[C:18]([CH3:25])([CH3:24])[C:19]([O:21][CH2:22][CH3:23])=[O:20].C(=O)([O-])[O-].[K+].[K+].O. Product: [CH3:24][C:18]([O:16][C:15]1[N:11]([C:1]2[C:10]3[C:5](=[CH:6][CH:7]=[CH:8][CH:9]=3)[CH:4]=[CH:3][CH:2]=2)[N:12]=[N:13][N:14]=1)([CH3:25])[C:19]([O:21][CH2:22][CH3:23])=[O:20]. (5) Reactant: [Br:1][C:2]1[N:3]([CH2:18][O:19][CH2:20][CH2:21][Si:22]([CH3:25])([CH3:24])[CH3:23])[N:4]=[C:5]2[C:10]=1[CH:9]=[C:8]([C:11]([F:14])([F:13])[F:12])[CH:7]=[C:6]2[CH:15]([OH:17])[CH3:16].N12CCCN=C1CCCCC2.[Cl:37][C:38]([Cl:42])([Cl:41])[C:39]#[N:40]. Product: [Cl:37][C:38]([Cl:42])([Cl:41])[C:39](=[NH:40])[O:17][CH:15]([C:6]1[C:5]2[C:10](=[C:2]([Br:1])[N:3]([CH2:18][O:19][CH2:20][CH2:21][Si:22]([CH3:24])([CH3:23])[CH3:25])[N:4]=2)[CH:9]=[C:8]([C:11]([F:14])([F:13])[F:12])[CH:7]=1)[CH3:16]. The catalyst class is: 27. (6) Reactant: F[C:2]1[CH:9]=[CH:8][CH:7]=[CH:6][C:3]=1[C:4]#[N:5].[O:10]1[CH:14]=[CH:13][CH:12]=[C:11]1[CH:15]1[NH:19][NH:18][C:17]([C:21]([F:24])([F:23])[F:22])(O)[CH2:16]1.C([O-])([O-])=O.[Cs+].[Cs+]. Product: [C:4]([C:3]1[CH:6]=[CH:7][CH:8]=[CH:9][C:2]=1[N:19]1[C:15]([C:11]2[O:10][CH:14]=[CH:13][CH:12]=2)=[CH:16][C:17]([C:21]([F:24])([F:22])[F:23])=[N:18]1)#[N:5]. The catalyst class is: 31. (7) Reactant: [CH3:1][C:2]1[C:6]([C:7]2[CH:8]=[C:9]([C:19]([C:21]3[CH:26]=[CH:25][CH:24]=[CH:23][N:22]=3)=[O:20])[C:10]3[N:14]=[C:13]([O:15][CH2:16][CH3:17])[NH:12][C:11]=3[CH:18]=2)=[C:5]([CH3:27])[O:4][N:3]=1.[CH:28]1([Mg]Cl)[CH2:31][CH2:30][CH2:29]1. Product: [CH:28]1([C:19]([C:9]2[C:10]3[N:14]=[C:13]([O:15][CH2:16][CH3:17])[NH:12][C:11]=3[CH:18]=[C:7]([C:6]3[C:2]([CH3:1])=[N:3][O:4][C:5]=3[CH3:27])[CH:8]=2)([C:21]2[CH:26]=[CH:25][CH:24]=[CH:23][N:22]=2)[OH:20])[CH2:31][CH2:30][CH2:29]1. The catalyst class is: 1. (8) Reactant: [CH3:1][O:2][C:3]([C:5]1[N:6]([S:21]([CH3:24])(=[O:23])=[O:22])[CH:7]=[C:8]([C:10](=O)[NH:11][C:12]2[CH:17]=[CH:16][CH:15]=[C:14]([F:18])[C:13]=2[F:19])[CH:9]=1)=[O:4].COC1C=CC(P2(SP(C3C=CC(OC)=CC=3)(=S)S2)=[S:34])=CC=1. Product: [CH3:1][O:2][C:3]([C:5]1[N:6]([S:21]([CH3:24])(=[O:23])=[O:22])[CH:7]=[C:8]([C:10](=[S:34])[NH:11][C:12]2[CH:17]=[CH:16][CH:15]=[C:14]([F:18])[C:13]=2[F:19])[CH:9]=1)=[O:4]. The catalyst class is: 11. (9) Reactant: [F:1][C:2]1[CH:7]=[CH:6][CH:5]=[C:4]([F:8])[C:3]=1[OH:9].[N+:10]([O-])([OH:12])=[O:11].O. The catalyst class is: 15. Product: [F:1][C:2]1[CH:7]=[C:6]([N+:10]([O-:12])=[O:11])[CH:5]=[C:4]([F:8])[C:3]=1[OH:9]. (10) Reactant: [Cl:1][C:2]1[CH:10]=[C:9]2[C:5]([C:6]([C:15]([N:17]3[CH2:22][CH2:21][CH:20]([C:23]4[C:28]([O:29][CH3:30])=[CH:27][CH:26]=[CH:25][C:24]=4[O:31][CH3:32])[CH2:19][CH2:18]3)=[O:16])=[CH:7][N:8]2[CH2:11][C:12]([OH:14])=O)=[CH:4][CH:3]=1.[NH3:33]. Product: [Cl:1][C:2]1[CH:10]=[C:9]2[C:5]([C:6]([C:15]([N:17]3[CH2:22][CH2:21][CH:20]([C:23]4[C:24]([O:31][CH3:32])=[CH:25][CH:26]=[CH:27][C:28]=4[O:29][CH3:30])[CH2:19][CH2:18]3)=[O:16])=[CH:7][N:8]2[CH2:11][C:12]([NH2:33])=[O:14])=[CH:4][CH:3]=1. The catalyst class is: 1.